The task is: Predict the product of the given reaction.. This data is from Forward reaction prediction with 1.9M reactions from USPTO patents (1976-2016). Given the reactants [CH2:1]([N:3]1[C:12]2[C:7](=[C:8]([F:33])[C:9]([O:23][CH2:24][C:25]3[CH:30]=[CH:29][C:28]([O:31][CH3:32])=[CH:27][CH:26]=3)=[C:10]([O:13][CH2:14][C:15]3[CH:20]=[CH:19][C:18]([O:21][CH3:22])=[CH:17][CH:16]=3)[CH:11]=2)[C:6](=[O:34])[C:5]([C:35]([O:37]CC2C=CC(OC)=CC=2)=[O:36])=[CH:4]1)[CH3:2].[OH-].[K+], predict the reaction product. The product is: [CH2:1]([N:3]1[C:12]2[C:7](=[C:8]([F:33])[C:9]([O:23][CH2:24][C:25]3[CH:26]=[CH:27][C:28]([O:31][CH3:32])=[CH:29][CH:30]=3)=[C:10]([O:13][CH2:14][C:15]3[CH:16]=[CH:17][C:18]([O:21][CH3:22])=[CH:19][CH:20]=3)[CH:11]=2)[C:6](=[O:34])[C:5]([C:35]([OH:37])=[O:36])=[CH:4]1)[CH3:2].